Regression. Given a peptide amino acid sequence and an MHC pseudo amino acid sequence, predict their binding affinity value. This is MHC class I binding data. From a dataset of Peptide-MHC class I binding affinity with 185,985 pairs from IEDB/IMGT. The peptide sequence is EESVYKIL. The binding affinity (normalized) is 0. The MHC is H-2-Db with pseudo-sequence H-2-Db.